This data is from Reaction yield outcomes from USPTO patents with 853,638 reactions. The task is: Predict the reaction yield, written as a fraction of the theoretical maximum amount of product (1.0 means a 100% yield; for example, 0.34 means a 34% yield). (1) The reactants are [NH2:1][C:2]1[CH:3]=[C:4]([CH:7]=[CH:8][C:9]=1[F:10])[C:5]#[N:6].[N-:11]=[N+:12]=[N-:13].[Na+].[ClH:15].C(N(CC)CC)C.O. The catalyst is C1(C)C=CC=CC=1. The product is [ClH:15].[F:10][C:9]1[CH:8]=[CH:7][C:4]([C:5]2[NH:13][N:12]=[N:11][N:6]=2)=[CH:3][C:2]=1[NH2:1]. The yield is 0.800. (2) The reactants are [CH2:1]([N:8]1[C:16]2[C:15](=[O:17])[N:14]([CH2:18][CH2:19][CH2:20][O:21][Si](C(C)(C)C)(C)C)[C:13](=[O:29])[N:12](COCC[Si](C)(C)C)[C:11]=2[N:10]=[C:9]1[Cl:38])[C:2]1[CH:7]=[CH:6][CH:5]=[CH:4][CH:3]=1.[ClH:39]. The catalyst is C(O)C. The product is [Cl:38][C:9]1[N:8]([CH2:1][C:2]2[CH:7]=[CH:6][C:5]([Cl:39])=[CH:4][CH:3]=2)[C:16]2[C:15](=[O:17])[N:14]([CH2:18][CH2:19][CH2:20][OH:21])[C:13](=[O:29])[NH:12][C:11]=2[N:10]=1. The yield is 0.875. (3) The yield is 0.890. The product is [CH2:1]([O:8][N:9]([C:44]([O:46][C:47]([CH3:50])([CH3:49])[CH3:48])=[O:45])[C@H:10]1[CH2:15][N:14]([C:16]([O:18][CH2:19][CH:20]2[C:21]3[CH:22]=[CH:23][CH:24]=[CH:25][C:26]=3[C:27]3[C:32]2=[CH:31][CH:30]=[CH:29][CH:28]=3)=[O:17])[CH:13]([C:33](=[O:54])[NH2:34])[C:12]([CH2:35][O:36][Si:37]([C:40]([CH3:41])([CH3:42])[CH3:43])([CH3:39])[CH3:38])=[CH:11]1)[C:2]1[CH:7]=[CH:6][CH:5]=[CH:4][CH:3]=1. The reactants are [CH2:1]([O:8][N:9]([C:44]([O:46][C:47]([CH3:50])([CH3:49])[CH3:48])=[O:45])[C@H:10]1[CH2:15][N:14]([C:16]([O:18][CH2:19][CH:20]2[C:32]3[CH:31]=[CH:30][CH:29]=[CH:28][C:27]=3[C:26]3[C:21]2=[CH:22][CH:23]=[CH:24][CH:25]=3)=[O:17])[CH:13]([C:33]#[N:34])[C:12]([CH2:35][O:36][Si:37]([C:40]([CH3:43])([CH3:42])[CH3:41])([CH3:39])[CH3:38])=[CH:11]1)[C:2]1[CH:7]=[CH:6][CH:5]=[CH:4][CH:3]=1.C(=N[OH:54])C. The catalyst is CO.[Cu](Cl)Cl. (4) The reactants are [C:1]([O:5][C:6](=[O:25])/[CH:7]=[CH:8]/[C:9]1[S:10][C:11]([C:15]([O:17]CC2C=CC=CC=2)=[O:16])=[CH:12][C:13]=1[CH3:14])([CH3:4])([CH3:3])[CH3:2]. The catalyst is C(O)C.[Pd]. The product is [C:1]([O:5][C:6](=[O:25])[CH2:7][CH2:8][C:9]1[S:10][C:11]([C:15]([OH:17])=[O:16])=[CH:12][C:13]=1[CH3:14])([CH3:4])([CH3:2])[CH3:3]. The yield is 0.920. (5) The reactants are [CH3:1][O:2][C:3]([NH:5][C@@H:6]([CH:59]([CH3:61])[CH3:60])[C:7]([N:9]1[C@H:13]([C:14]2[NH:18][C:17]3[C:19]4[C:24]([CH:25]=[CH:26][C:16]=3[N:15]=2)=[CH:23][C:22]2[C:27]3[C:32]([CH2:33][O:34][C:21]=2[CH:20]=4)=[CH:31][C:30]([C:35]2[NH:39][C:38]([CH:40]4[CH2:44][CH2:43][CH2:42][N:41]4[C:45](=[O:55])[C@@H:46]([NH:50][C:51](=[O:54])[O:52][CH3:53])[CH:47]([CH3:49])[CH3:48])=[N:37][CH:36]=2)=[CH:29][CH:28]=3)[CH2:12][C@@H:11]2[CH2:56][CH2:57][CH2:58][C@H:10]12)=[O:8])=[O:4].[CH3:62][O:63][C:64](N[C@@H](C(C)C)C(O)=O)=O. No catalyst specified. The product is [CH3:53][O:52][C:51](=[O:54])[NH:50][C@@H:46]([CH:47]1[CH2:49][CH2:64][O:63][CH2:62][CH2:48]1)[C:45]([N:41]1[CH2:42][CH2:43][CH2:44][CH:40]1[C:38]1[NH:39][C:35]([C:30]2[CH:31]=[C:32]3[CH2:33][O:34][C:21]4[CH:20]=[C:19]5[C:24]([CH:25]=[CH:26][C:16]6[N:15]=[C:14]([C@H:13]7[N:9]([C:7](=[O:8])[C@@H:6]([NH:5][C:3]([O:2][CH3:1])=[O:4])[CH:59]([CH3:61])[CH3:60])[C@H:10]8[CH2:58][CH2:57][CH2:56][C@H:11]8[CH2:12]7)[NH:18][C:17]=65)=[CH:23][C:22]=4[C:27]3=[CH:28][CH:29]=2)=[CH:36][N:37]=1)=[O:55]. The yield is 0.560.